The task is: Predict the reactants needed to synthesize the given product.. This data is from Full USPTO retrosynthesis dataset with 1.9M reactions from patents (1976-2016). (1) The reactants are: Br[CH2:2][CH2:3][CH2:4][CH2:5][CH2:6][CH2:7][O:8][Si:9]([C:12]([CH3:15])([CH3:14])[CH3:13])([CH3:11])[CH3:10].[N:16]1([C:22]([O:24][CH2:25][C:26]2[CH:31]=[CH:30][CH:29]=[CH:28][CH:27]=2)=[O:23])[CH2:21][CH2:20][NH:19][CH2:18][CH2:17]1. Given the product [Si:9]([O:8][CH2:7][CH2:6][CH2:5][CH2:4][CH2:3][CH2:2][N:19]1[CH2:18][CH2:17][N:16]([C:22]([O:24][CH2:25][C:26]2[CH:31]=[CH:30][CH:29]=[CH:28][CH:27]=2)=[O:23])[CH2:21][CH2:20]1)([C:12]([CH3:15])([CH3:14])[CH3:13])([CH3:11])[CH3:10], predict the reactants needed to synthesize it. (2) Given the product [Cl:1][C:2]1[CH:7]=[CH:6][C:5]([C:8]2[S:9][C:10]([CH2:28][CH3:29])=[C:11]([CH:13]3[C:14](=[O:27])/[C:15](=[CH:20]/[CH:21]4[CH2:26][CH2:25][O:24][CH2:23][CH2:22]4)/[CH2:16][C:17]3=[O:18])[N:12]=2)=[CH:4][CH:3]=1, predict the reactants needed to synthesize it. The reactants are: [Cl:1][C:2]1[CH:7]=[CH:6][C:5]([C:8]2[S:9][C:10]([CH2:28][CH3:29])=[C:11]([C:13]3[C:14](=[O:27])/[C:15](=[CH:20]/[CH:21]4[CH2:26][CH2:25][O:24][CH2:23][CH2:22]4)/[CH2:16][C:17]=3[O:18]C)[N:12]=2)=[CH:4][CH:3]=1.Cl. (3) Given the product [Cl:16][C:15]1[C:10]([N:6]2[CH2:5][CH:4]([CH3:8])[NH:3][CH:2]([CH3:1])[CH2:7]2)=[N:11][CH:12]=[CH:13][CH:14]=1, predict the reactants needed to synthesize it. The reactants are: [CH3:1][CH:2]1[CH2:7][NH:6][CH2:5][CH:4]([CH3:8])[NH:3]1.Cl[C:10]1[C:15]([Cl:16])=[CH:14][CH:13]=[CH:12][N:11]=1.C(N(C(C)C)CC)(C)C. (4) Given the product [CH:1]1[CH:2]=[CH:3][C:4]([C@@H:7]([N:15]2[CH2:20][CH2:19][N:18]([CH2:21][CH2:22][O:23][CH2:24][C:25]([OH:27])=[O:26])[CH2:17][CH2:16]2)[C:8]2[CH:9]=[CH:10][C:11]([Cl:14])=[CH:12][CH:13]=2)=[CH:5][CH:6]=1, predict the reactants needed to synthesize it. The reactants are: [CH:1]1[CH:2]=[CH:3][C:4]([C@@H:7]([N:15]2[CH2:20][CH2:19][N:18]([CH2:21][CH2:22][O:23][CH2:24][C:25]([OH:27])=[O:26])[CH2:17][CH2:16]2)[C:8]2[CH:9]=[CH:10][C:11]([Cl:14])=[CH:12][CH:13]=2)=[CH:5][CH:6]=1.Cl.Cl.C(O)(=O)CCC(O)=O.[Si](O)(O)(O)O.C([O-])(=O)CCCCCCCCCCCCCCCCC.[Mg+2].C([O-])(=O)CCCCCCCCCCCCCCCCC. (5) Given the product [NH:20]1[C:21]2[C:26](=[CH:25][CH:24]=[CH:23][CH:22]=2)[C:18]([CH2:17][N:14]2[CH2:13][CH2:12][C:11]3([CH2:37][CH2:38][N:9]([C:5]4[N:4]=[C:3]([O:2][CH3:1])[CH:8]=[CH:7][N:6]=4)[CH2:10]3)[C:15]2=[O:16])=[CH:19]1, predict the reactants needed to synthesize it. The reactants are: [CH3:1][O:2][C:3]1[CH:8]=[CH:7][N:6]=[C:5]([N:9]2[CH2:38][CH2:37][C:11]3([C:15](=[O:16])[N:14]([CH2:17][C:18]4[C:26]5[C:21](=[CH:22][CH:23]=[CH:24][CH:25]=5)[N:20](S(C5C=CC(C)=CC=5)(=O)=O)[CH:19]=4)[CH2:13][CH2:12]3)[CH2:10]2)[N:4]=1.C(=O)([O-])[O-].[Cs+].[Cs+].